This data is from Full USPTO retrosynthesis dataset with 1.9M reactions from patents (1976-2016). The task is: Predict the reactants needed to synthesize the given product. Given the product [C:32]([C:31]1[N:27]=[C:26]([CH:11]2[CH2:12][CH:13]([C:15]3[CH:16]=[CH:17][C:18]([O:21][C:22]([F:23])([F:24])[F:25])=[CH:19][CH:20]=3)[CH2:14][N:9]([C:7]([N:1]3[CH2:6][CH2:5][O:4][CH2:3][CH2:2]3)=[O:8])[CH2:10]2)[S:28][CH:30]=1)([CH3:35])([CH3:34])[CH3:33], predict the reactants needed to synthesize it. The reactants are: [N:1]1([C:7]([N:9]2[CH2:14][CH:13]([C:15]3[CH:20]=[CH:19][C:18]([O:21][C:22]([F:25])([F:24])[F:23])=[CH:17][CH:16]=3)[CH2:12][CH:11]([C:26](=[S:28])[NH2:27])[CH2:10]2)=[O:8])[CH2:6][CH2:5][O:4][CH2:3][CH2:2]1.Br[CH2:30][C:31](=O)[C:32]([CH3:35])([CH3:34])[CH3:33].